From a dataset of Reaction yield outcomes from USPTO patents with 853,638 reactions. Predict the reaction yield, written as a fraction of the theoretical maximum amount of product (1.0 means a 100% yield; for example, 0.34 means a 34% yield). (1) The reactants are [Cl:1][C:2]1[CH:7]=[CH:6][C:5]([CH2:8][C:9](=O)[CH2:10][C:11]#[N:12])=[CH:4][CH:3]=1.[CH3:14][NH:15][NH2:16].CCO. No catalyst specified. The product is [Cl:1][C:2]1[CH:7]=[CH:6][C:5]([CH2:8][C:9]2[CH:10]=[C:11]([NH2:12])[N:15]([CH3:14])[N:16]=2)=[CH:4][CH:3]=1. The yield is 0.690. (2) The reactants are [O-:1][CH2:2][CH3:3].[Na+].[Br:5][C:6]1[CH:11]=[CH:10][C:9]([SH:12])=[CH:8][CH:7]=1.C[O:14][C:15]([C@@H:17]1[CH2:21][C@@H:20](OS(C2C=CC(C)=CC=2)(=O)=O)[CH2:19][N:18]1[C:33]([O:35][C:36]([CH3:39])([CH3:38])[CH3:37])=[O:34])=O.[OH-].[Na+]. The catalyst is CCO. The product is [CH3:3][CH2:2][O:1][C:15]([C@@H:17]1[CH2:21][C@H:20]([S:12][C:9]2[CH:10]=[CH:11][C:6]([Br:5])=[CH:7][CH:8]=2)[CH2:19][N:18]1[C:33]([O:35][C:36]([CH3:39])([CH3:38])[CH3:37])=[O:34])=[O:14]. The yield is 0.400. (3) The reactants are [CH3:1][C:2]1[CH:17]=[CH:16][CH:15]=[CH:14][C:3]=1[C:4]([NH:6][C:7]1[CH:8]=[C:9]([CH3:13])[CH:10]=[CH:11][CH:12]=1)=[O:5].[Cl-].[Al+3].[Cl-].[Cl-].[C:22](Cl)(=[O:26])C(Cl)=O.[OH-:28].[Na+]. The product is [CH3:13][C:9]1[CH:8]=[C:7]([NH:6][C:4](=[O:5])[C:3]2[CH:14]=[CH:15][CH:16]=[CH:17][C:2]=2[CH3:1])[CH:12]=[CH:11][C:10]=1[C:22]([OH:26])=[O:28]. The yield is 0.658. The catalyst is C(Cl)Cl.C1(C)C=CC=CC=1.